This data is from Forward reaction prediction with 1.9M reactions from USPTO patents (1976-2016). The task is: Predict the product of the given reaction. Given the reactants [CH:1]([C:3]1[C:12]2[C:7](=[CH:8][CH:9]=[CH:10][CH:11]=2)[CH:6]=[C:5]([C:13]([N:15]([O:17][CH3:18])[CH3:16])=[O:14])[CH:4]=1)=[O:2].[CH2:19](O)[CH2:20][CH2:21][OH:22].O.C1(C)C=CC(S(O)(=O)=O)=CC=1, predict the reaction product. The product is: [O:2]1[CH2:19][CH2:20][CH2:21][O:22][CH:1]1[C:3]1[C:12]2[C:7](=[CH:8][CH:9]=[CH:10][CH:11]=2)[CH:6]=[C:5]([C:13]([N:15]([O:17][CH3:18])[CH3:16])=[O:14])[CH:4]=1.